Dataset: Reaction yield outcomes from USPTO patents with 853,638 reactions. Task: Predict the reaction yield, written as a fraction of the theoretical maximum amount of product (1.0 means a 100% yield; for example, 0.34 means a 34% yield). (1) The reactants are [N:1]#[C:2]Br.[C:4]([O:8][C:9]([N:11]1[CH2:17][CH2:16][CH2:15][C@H:14]([NH:18][CH2:19][C:20]2[CH:25]=[C:24]([C:26]([F:29])([F:28])[F:27])[CH:23]=[C:22]([C:30]([F:33])([F:32])[F:31])[CH:21]=2)[C:13]2[CH:34]=[C:35]([CH2:42][CH3:43])[C:36]([C:38]([F:41])([F:40])[F:39])=[CH:37][C:12]1=2)=[O:10])([CH3:7])([CH3:6])[CH3:5].C(N(C(C)C)CC)(C)C. The product is [C:4]([O:8][C:9]([N:11]1[CH2:17][CH2:16][CH2:15][C@H:14]([N:18]([CH2:19][C:20]2[CH:21]=[C:22]([C:30]([F:31])([F:33])[F:32])[CH:23]=[C:24]([C:26]([F:29])([F:28])[F:27])[CH:25]=2)[C:2]#[N:1])[C:13]2[CH:34]=[C:35]([CH2:42][CH3:43])[C:36]([C:38]([F:41])([F:39])[F:40])=[CH:37][C:12]1=2)=[O:10])([CH3:7])([CH3:6])[CH3:5]. The catalyst is O1CCCC1. The yield is 0.760. (2) The reactants are [CH:1]([N:4]1[C:9]2[N:10]=[C:11]([S:15][CH3:16])[N:12]=[C:13]([CH3:14])[C:8]=2[CH:7]=[CH:6][C:5]1=[O:17])([CH3:3])[CH3:2].C1C=C(Cl)C=C(C(OO)=[O:26])C=1.[OH2:29]. The catalyst is C(Cl)Cl.C([O-])([O-])=O.[K+].[K+]. The product is [CH:1]([N:4]1[C:9]2[N:10]=[C:11]([S:15]([CH3:16])(=[O:26])=[O:29])[N:12]=[C:13]([CH3:14])[C:8]=2[CH:7]=[CH:6][C:5]1=[O:17])([CH3:3])[CH3:2]. The yield is 0.990.